The task is: Predict the reactants needed to synthesize the given product.. This data is from Full USPTO retrosynthesis dataset with 1.9M reactions from patents (1976-2016). (1) Given the product [CH3:11][O:12][C:13](=[O:19])[C@H:14]([C@@H:16]([CH3:18])[OH:17])[NH:15][C:1](=[O:8])[C:2]1[CH:7]=[CH:6][CH:5]=[CH:4][CH:3]=1, predict the reactants needed to synthesize it. The reactants are: [C:1](Cl)(=[O:8])[C:2]1[CH:7]=[CH:6][CH:5]=[CH:4][CH:3]=1.Cl.[CH3:11][O:12][C:13](=[O:19])[C@H:14]([C@@H:16]([CH3:18])[OH:17])[NH2:15].O.C(=O)(O)[O-].[Na+]. (2) Given the product [CH2:1]([O:8][NH:9][C@H:10]1[CH2:15][N:14]([C:16]([O:18][C:19]([CH3:21])([CH3:22])[CH3:20])=[O:17])[C@H:13]([C:23]([O:25][C:39]2[CH:44]=[CH:43][CH:42]=[CH:41][N:40]=2)=[O:24])[CH2:12][CH2:11]1)[C:2]1[CH:3]=[CH:4][CH:5]=[CH:6][CH:7]=1, predict the reactants needed to synthesize it. The reactants are: [CH2:1]([O:8][NH:9][C@H:10]1[CH2:15][N:14]([C:16]([O:18][C:19]([CH3:22])([CH3:21])[CH3:20])=[O:17])[C@H:13]([C:23]([OH:25])=[O:24])[CH2:12][CH2:11]1)[C:2]1[CH:7]=[CH:6][CH:5]=[CH:4][CH:3]=1.Cl.C(N=C=NCCCN(C)C)C.O[C:39]1[CH:44]=[CH:43][CH:42]=[CH:41][N:40]=1.